This data is from Reaction yield outcomes from USPTO patents with 853,638 reactions. The task is: Predict the reaction yield, written as a fraction of the theoretical maximum amount of product (1.0 means a 100% yield; for example, 0.34 means a 34% yield). (1) The reactants are C(N(CC)CC)C.Cl.[Cl:9][C:10]1[CH:15]=[CH:14][C:13]([CH:16]2[CH2:21][CH2:20][CH2:19][NH:18][CH2:17]2)=[C:12]([C:22]([F:25])([F:24])[F:23])[CH:11]=1.[NH:26]1[CH:30]=[C:29]([C:31](O)=[O:32])[CH:28]=[N:27]1.C(Cl)CCl.C1C=NC2N(O)N=NC=2C=1. The catalyst is C(Cl)Cl. The product is [Cl:9][C:10]1[CH:15]=[CH:14][C:13]([CH:16]2[CH2:21][CH2:20][CH2:19][N:18]([C:31]([C:29]3[CH:30]=[N:26][NH:27][CH:28]=3)=[O:32])[CH2:17]2)=[C:12]([C:22]([F:25])([F:23])[F:24])[CH:11]=1. The yield is 0.820. (2) The product is [N:8]1([CH:46]2[CH2:45][CH2:44][N:43]([C:4](=[O:3])[CH:5]([NH:26][C:65]3[CH:66]=[C:61]4[C:62](=[CH:63][CH:64]=3)[NH:67][N:68]=[CH:59]4)[CH2:6][C:7]([N:8]3[CH2:9][CH2:10][CH:11]([N:14]4[CH2:23][C:22]5[C:17](=[CH:18][CH:19]=[CH:20][CH:21]=5)[NH:16][C:15]4=[O:24])[CH2:12][CH2:13]3)=[O:25])[CH2:48][CH2:47]2)[CH2:13][CH2:12][CH2:11][CH2:10][CH2:9]1. The catalyst is CN(C)C=O.C(N(CC)CC)C. The reactants are C([O:3][C:4](=O)[CH:5]([NH:26]C1C=C2C(=CC=1)NN=C2)[CH2:6][C:7](=[O:25])[N:8]1[CH2:13][CH2:12][CH:11]([N:14]2[CH2:23][C:22]3[C:17](=[CH:18][CH:19]=[CH:20][CH:21]=3)[NH:16][C:15]2=[O:24])[CH2:10][CH2:9]1)C.[N:43]1([N:43]2[CH2:48][CH2:47][CH2:46][CH2:45][CH2:44]2)[CH2:48][CH2:47][CH2:46][CH2:45][CH2:44]1.CCOP(ON1[N:68]=[N:67][C:62]2[CH:63]=[CH:64][CH:65]=[CH:66][C:61]=2[C:59]1=O)(OCC)=O. The yield is 0.260. (3) The reactants are [C:1]([CH2:3][C:4]([O:6][CH2:7][CH:8]([CH2:13][CH3:14])[CH2:9][CH2:10][CH2:11][CH3:12])=[O:5])#[N:2].[C:15]([NH:18][C:19]1[CH:26]=[CH:25][C:22]([CH:23]=O)=[CH:21][CH:20]=1)(=[O:17])[CH3:16]. The catalyst is C(O)(C)C. The product is [C:15]([NH:18][C:19]1[CH:26]=[CH:25][C:22]([CH:23]=[C:3]([C:1]#[N:2])[C:4]([O:6][CH2:7][CH:8]([CH2:13][CH3:14])[CH2:9][CH2:10][CH2:11][CH3:12])=[O:5])=[CH:21][CH:20]=1)(=[O:17])[CH3:16]. The yield is 0.540. (4) The reactants are [F:1][C:2]1[C:8](F)=[CH:7][CH:6]=[C:5]([N+:10]([O-:12])=[O:11])[C:3]=1[NH2:4].[C:13]1([OH:19])[CH:18]=[CH:17][CH:16]=[CH:15][CH:14]=1.C(=O)([O-])[O-].[K+].[K+]. The catalyst is CN(C=O)C.C(OCC)(=O)C. The product is [F:1][C:2]1[C:8]([O:19][C:13]2[CH:18]=[CH:17][CH:16]=[CH:15][CH:14]=2)=[CH:7][CH:6]=[C:5]([N+:10]([O-:12])=[O:11])[C:3]=1[NH2:4]. The yield is 0.940. (5) The reactants are [NH:1]1[CH2:6][CH2:5][CH:4]([N:7]2[CH2:12][CH2:11][CH:10]([N:13]3[C@@H:22]4[C@H:17]([CH2:18][CH2:19][CH2:20][CH2:21]4)[O:16][CH2:15][C:14]3=[O:23])[CH2:9][CH2:8]2)[CH2:3][CH2:2]1.[CH3:24][C:25]1[CH:33]=[CH:32][CH:31]=[CH:30][C:26]=1[C:27](O)=[O:28].CN(C(ON1N=NC2C=CC=NC1=2)=[N+](C)C)C.F[P-](F)(F)(F)(F)F.C(N(C(C)C)CC)(C)C. The catalyst is CC(N(C)C)=O. The product is [CH3:24][C:25]1[CH:33]=[CH:32][CH:31]=[CH:30][C:26]=1[C:27]([N:1]1[CH2:6][CH2:5][CH:4]([N:7]2[CH2:8][CH2:9][CH:10]([N:13]3[C@@H:22]4[C@H:17]([CH2:18][CH2:19][CH2:20][CH2:21]4)[O:16][CH2:15][C:14]3=[O:23])[CH2:11][CH2:12]2)[CH2:3][CH2:2]1)=[O:28]. The yield is 0.600. (6) The reactants are [C:1]1([CH3:11])[CH:6]=[CH:5][C:4]([S:7](Cl)(=[O:9])=[O:8])=[CH:3][CH:2]=1.[Cl:12][C:13]1[C:14]2[CH:21]=[CH:20][NH:19][C:15]=2[N:16]=[CH:17][N:18]=1.[OH-].[Na+]. The catalyst is CC(C)=O. The product is [Cl:12][C:13]1[C:14]2[CH:21]=[CH:20][N:19]([S:7]([C:4]3[CH:5]=[CH:6][C:1]([CH3:11])=[CH:2][CH:3]=3)(=[O:9])=[O:8])[C:15]=2[N:16]=[CH:17][N:18]=1. The yield is 0.901. (7) The reactants are [C:1]([NH2:9])(=[O:8])[C:2]1[CH:7]=[CH:6][CH:5]=[CH:4][CH:3]=1.O.[C:11]([OH:15])(=[O:14])[CH:12]=[O:13]. The catalyst is CC(C)=O. The product is [C:1]([NH:9][CH:12]([OH:13])[C:11]([OH:15])=[O:14])(=[O:8])[C:2]1[CH:7]=[CH:6][CH:5]=[CH:4][CH:3]=1. The yield is 1.00. (8) The reactants are [H-].[Na+].[F:3][C:4]([F:10])([CH:7]([F:9])[F:8])[CH2:5][OH:6].[H][H].Cl[C:14]1[CH:24]=[CH:23][C:17]([C:18]([O:20][CH2:21][CH3:22])=[O:19])=[CH:16][N:15]=1. The catalyst is CCCCCC.CN(C)C=O. The product is [F:3][C:4]([F:10])([CH:7]([F:9])[F:8])[CH2:5][O:6][C:14]1[CH:24]=[CH:23][C:17]([C:18]([O:20][CH2:21][CH3:22])=[O:19])=[CH:16][N:15]=1. The yield is 0.860.